From a dataset of Reaction yield outcomes from USPTO patents with 853,638 reactions. Predict the reaction yield, written as a fraction of the theoretical maximum amount of product (1.0 means a 100% yield; for example, 0.34 means a 34% yield). (1) The reactants are Cl.[NH2:2][C:3]1[CH:8]=[CH:7][C:6]([O:9][CH3:10])=[CH:5][C:4]=1[OH:11].Cl[C:13]1[C:18]([N+:19]([O-:21])=[O:20])=[CH:17][CH:16]=[CH:15][C:14]=1[N+:22]([O-:24])=[O:23].C([O-])(=O)C.[Na+]. The catalyst is C(O)C.O. The product is [N+:19]([C:18]1[CH:17]=[CH:16][CH:15]=[C:14]([N+:22]([O-:24])=[O:23])[C:13]=1[NH:2][C:3]1[CH:8]=[CH:7][C:6]([O:9][CH3:10])=[CH:5][C:4]=1[OH:11])([O-:21])=[O:20]. The yield is 0.360. (2) The reactants are [CH3:1][C:2]([CH3:17])([O:4][C:5]([NH:7][NH:8][C@H:9]([C:14]([OH:16])=[O:15])[CH2:10][C:11](=[O:13])[NH2:12])=[O:6])[CH3:3].C(=O)([O-])[O-].[Cs+].[Cs+].[CH2:24](Br)[C:25]1[CH:30]=[CH:29][CH:28]=[CH:27][CH:26]=1.O. The catalyst is CO.CN(C)C=O.CCCCCC. The product is [CH3:3][C:2]([CH3:17])([O:4][C:5]([NH:7][NH:8][C@H:9]([C:14]([O:16][CH2:24][C:25]1[CH:30]=[CH:29][CH:28]=[CH:27][CH:26]=1)=[O:15])[CH2:10][C:11](=[O:13])[NH2:12])=[O:6])[CH3:1]. The yield is 0.510. (3) The reactants are Br[C:2]1[CH:9]=[CH:8][C:5]([C:6]#[N:7])=[C:4]([CH3:10])[CH:3]=1.CC1(C)C(C)(C)OB([C:19]2[CH2:24][CH2:23][N:22]([C:25]([O:27][C:28]([CH3:31])([CH3:30])[CH3:29])=[O:26])[CH2:21][CH:20]=2)O1.C(=O)([O-])[O-].[K+].[K+]. The catalyst is O1CCOCC1.O.C1C=CC([P]([Pd]([P](C2C=CC=CC=2)(C2C=CC=CC=2)C2C=CC=CC=2)([P](C2C=CC=CC=2)(C2C=CC=CC=2)C2C=CC=CC=2)[P](C2C=CC=CC=2)(C2C=CC=CC=2)C2C=CC=CC=2)(C2C=CC=CC=2)C2C=CC=CC=2)=CC=1. The product is [C:6]([C:5]1[CH:8]=[CH:9][C:2]([C:19]2[CH2:24][CH2:23][N:22]([C:25]([O:27][C:28]([CH3:31])([CH3:30])[CH3:29])=[O:26])[CH2:21][CH:20]=2)=[CH:3][C:4]=1[CH3:10])#[N:7]. The yield is 0.880. (4) The reactants are Br[C:2]1[CH:7]=[CH:6][C:5]([O:8][CH2:9][CH3:10])=[CH:4][CH:3]=1.[CH3:11][C:12](O)(C#C)C.[OH-].[K+].Br[C:20]1[CH:32]=[CH:31][C:23]([O:24][CH:25]2[CH2:30][CH2:29][CH2:28][CH2:27][O:26]2)=[CH:22][CH:21]=1.Cl. The catalyst is Cl[Pd](Cl)([P](C1C=CC=CC=1)(C1C=CC=CC=1)C1C=CC=CC=1)[P](C1C=CC=CC=1)(C1C=CC=CC=1)C1C=CC=CC=1.[Cu]I. The product is [CH2:9]([O:8][C:5]1[CH:6]=[CH:7][C:2]([C:11]#[C:12][C:20]2[CH:32]=[CH:31][C:23]([O:24][CH:25]3[CH2:30][CH2:29][CH2:28][CH2:27][O:26]3)=[CH:22][CH:21]=2)=[CH:3][CH:4]=1)[CH3:10]. The yield is 0.720. (5) The reactants are [C:1]([O:4][C:5]1[CH:10]=[CH:9][C:8]([CH:11]2[CH:20](O)[C:19]3[C:14](=[CH:15][C:16]([O:22][C:23](=[O:25])[CH3:24])=[CH:17][CH:18]=3)[O:13][CH:12]2[C:26]2[CH:31]=[CH:30][N:29]=[CH:28][CH:27]=2)=[CH:7][CH:6]=1)(=[O:3])[CH3:2].O=P12OP3(OP(OP(O3)(O1)=O)(=O)O2)=O. The catalyst is ClCCl. The product is [C:1]([O:4][C:5]1[CH:6]=[CH:7][C:8]([C:11]2[CH:12]([C:26]3[CH:31]=[CH:30][N:29]=[CH:28][CH:27]=3)[O:13][C:14]3[C:19]([CH:20]=2)=[CH:18][CH:17]=[C:16]([O:22][C:23](=[O:25])[CH3:24])[CH:15]=3)=[CH:9][CH:10]=1)(=[O:3])[CH3:2]. The yield is 0.840. (6) The reactants are [Cl-].O[NH3+:3].[C:4](=[O:7])([O-])[OH:5].[Na+].CS(C)=O.[O:13]1[C:17]2([CH2:22][CH2:21][CH:20]([N:23]3[C:28](=[O:29])[C:27]([CH2:30][C:31]4[CH:36]=[CH:35][C:34]([C:37]5[C:38]([C:43]#[N:44])=[CH:39][CH:40]=[CH:41][CH:42]=5)=[C:33]([N+:45]([O-:47])=[O:46])[CH:32]=4)=[C:26]([CH2:48][CH2:49][CH3:50])[N:25]4[N:51]=[CH:52][CH:53]=[C:24]34)[CH2:19][CH2:18]2)[O:16][CH2:15][CH2:14]1. The catalyst is C(OCC)(=O)C. The product is [O:13]1[C:17]2([CH2:22][CH2:21][CH:20]([N:23]3[C:28](=[O:29])[C:27]([CH2:30][C:31]4[CH:36]=[CH:35][C:34]([C:37]5[CH:42]=[CH:41][CH:40]=[CH:39][C:38]=5[C:43]5[NH:3][C:4](=[O:7])[O:5][N:44]=5)=[C:33]([N+:45]([O-:47])=[O:46])[CH:32]=4)=[C:26]([CH2:48][CH2:49][CH3:50])[N:25]4[N:51]=[CH:52][CH:53]=[C:24]34)[CH2:19][CH2:18]2)[O:16][CH2:15][CH2:14]1. The yield is 0.440. (7) The reactants are [O:1]=[C:2]1[C:7]2[CH:8]=[CH:9][CH:10]=[CH:11][C:6]=2[S:5][C:4]([C:12]2[CH:17]=[C:16]([CH2:18][CH2:19][NH:20]C(=O)OC(C)(C)C)[CH:15]=[CH:14][N:13]=2)=[N:3]1.[ClH:28]. The catalyst is C(OCC)(=O)C. The product is [ClH:28].[NH2:20][CH2:19][CH2:18][C:16]1[CH:15]=[CH:14][N:13]=[C:12]([C:4]2[S:5][C:6]3[CH:11]=[CH:10][CH:9]=[CH:8][C:7]=3[C:2](=[O:1])[N:3]=2)[CH:17]=1. The yield is 0.120. (8) The product is [CH2:7]([N:14]1[CH2:19][CH2:18][N:17]([CH2:20][C:21]2[CH:26]=[CH:25][CH:24]=[CH:23][CH:22]=2)[CH2:16][CH:15]1[CH2:27][NH2:29])[C:8]1[CH:9]=[CH:10][CH:11]=[CH:12][CH:13]=1. The catalyst is C1COCC1. The yield is 0.990. The reactants are [H-].[H-].[H-].[H-].[Li+].[Al+3].[CH2:7]([N:14]1[CH2:19][CH2:18][N:17]([CH2:20][C:21]2[CH:26]=[CH:25][CH:24]=[CH:23][CH:22]=2)[CH2:16][CH:15]1[C:27]([NH2:29])=O)[C:8]1[CH:13]=[CH:12][CH:11]=[CH:10][CH:9]=1. (9) The reactants are [F:1][C:2]1[C:3]([NH:9][CH2:10][C:11]2[CH:16]=[CH:15][CH:14]=[CH:13][C:12]=2[F:17])=[N:4][C:5]([OH:8])=[N:6][CH:7]=1.Cl[CH2:19][O:20][CH2:21][CH3:22]. The catalyst is CC#N. The product is [CH2:21]([O:20][CH2:19][N:6]1[CH:7]=[C:2]([F:1])[C:3]([NH:9][CH2:10][C:11]2[CH:16]=[CH:15][CH:14]=[CH:13][C:12]=2[F:17])=[N:4][C:5]1=[O:8])[CH3:22]. The yield is 0.890.